From a dataset of NCI-60 drug combinations with 297,098 pairs across 59 cell lines. Regression. Given two drug SMILES strings and cell line genomic features, predict the synergy score measuring deviation from expected non-interaction effect. (1) Drug 1: CC1=C(C(=CC=C1)Cl)NC(=O)C2=CN=C(S2)NC3=CC(=NC(=N3)C)N4CCN(CC4)CCO. Drug 2: C1CN(P(=O)(OC1)NCCCl)CCCl. Cell line: IGROV1. Synergy scores: CSS=3.36, Synergy_ZIP=3.54, Synergy_Bliss=-0.856, Synergy_Loewe=-8.36, Synergy_HSA=-3.00. (2) Drug 1: CCC1=C2CN3C(=CC4=C(C3=O)COC(=O)C4(CC)O)C2=NC5=C1C=C(C=C5)O. Drug 2: N.N.Cl[Pt+2]Cl. Cell line: COLO 205. Synergy scores: CSS=53.4, Synergy_ZIP=0.304, Synergy_Bliss=2.10, Synergy_Loewe=-4.96, Synergy_HSA=6.91. (3) Drug 1: CC1C(C(=O)NC(C(=O)N2CCCC2C(=O)N(CC(=O)N(C(C(=O)O1)C(C)C)C)C)C(C)C)NC(=O)C3=C4C(=C(C=C3)C)OC5=C(C(=O)C(=C(C5=N4)C(=O)NC6C(OC(=O)C(N(C(=O)CN(C(=O)C7CCCN7C(=O)C(NC6=O)C(C)C)C)C)C(C)C)C)N)C. Drug 2: CC1=C2C(C(=O)C3(C(CC4C(C3C(C(C2(C)C)(CC1OC(=O)C(C(C5=CC=CC=C5)NC(=O)OC(C)(C)C)O)O)OC(=O)C6=CC=CC=C6)(CO4)OC(=O)C)O)C)O. Cell line: DU-145. Synergy scores: CSS=8.44, Synergy_ZIP=-2.05, Synergy_Bliss=1.93, Synergy_Loewe=-0.115, Synergy_HSA=1.34. (4) Drug 1: CC12CCC3C(C1CCC2O)C(CC4=C3C=CC(=C4)O)CCCCCCCCCS(=O)CCCC(C(F)(F)F)(F)F. Drug 2: C1=NNC2=C1C(=O)NC=N2. Cell line: A549. Synergy scores: CSS=2.53, Synergy_ZIP=-0.552, Synergy_Bliss=2.58, Synergy_Loewe=-1.06, Synergy_HSA=1.30. (5) Drug 1: CC12CCC3C(C1CCC2=O)CC(=C)C4=CC(=O)C=CC34C. Drug 2: C1=CC=C(C(=C1)C(C2=CC=C(C=C2)Cl)C(Cl)Cl)Cl. Cell line: A549. Synergy scores: CSS=30.1, Synergy_ZIP=0.395, Synergy_Bliss=2.51, Synergy_Loewe=-11.3, Synergy_HSA=3.04. (6) Drug 1: C(CCl)NC(=O)N(CCCl)N=O. Drug 2: CC1C(C(CC(O1)OC2CC(CC3=C2C(=C4C(=C3O)C(=O)C5=C(C4=O)C(=CC=C5)OC)O)(C(=O)CO)O)N)O.Cl. Cell line: NCI-H522. Synergy scores: CSS=66.6, Synergy_ZIP=-2.05, Synergy_Bliss=1.20, Synergy_Loewe=2.96, Synergy_HSA=4.89. (7) Synergy scores: CSS=4.77, Synergy_ZIP=-1.15, Synergy_Bliss=-3.36, Synergy_Loewe=0.470, Synergy_HSA=-1.66. Drug 2: COC1=C2C(=CC3=C1OC=C3)C=CC(=O)O2. Drug 1: CC(C)NC(=O)C1=CC=C(C=C1)CNNC.Cl. Cell line: NCIH23. (8) Drug 2: CC1=C(C(=O)C2=C(C1=O)N3CC4C(C3(C2COC(=O)N)OC)N4)N. Drug 1: CNC(=O)C1=CC=CC=C1SC2=CC3=C(C=C2)C(=NN3)C=CC4=CC=CC=N4. Synergy scores: CSS=39.6, Synergy_ZIP=-1.62, Synergy_Bliss=4.55, Synergy_Loewe=-10.2, Synergy_HSA=3.99. Cell line: HCT-15.